Dataset: Orexin1 receptor HTS with 218,158 compounds and 233 confirmed actives. Task: Binary Classification. Given a drug SMILES string, predict its activity (active/inactive) in a high-throughput screening assay against a specified biological target. (1) The drug is s1c(N2CCN(CC2)c2ccccc2)nc2c1cc1OCOc1c2. The result is 0 (inactive). (2) The result is 0 (inactive). The compound is Clc1ccc(C(=O)Nc2c(n(nc2C)C)C)cc1. (3) The compound is Brc1cc(C(=O)n2c(nnc2)N)c(Cl)cc1. The result is 0 (inactive). (4) The compound is s1c2c(c3c([nH]c2=O)cc(OC)cc3)c2c1cccc2. The result is 1 (active). (5) The molecule is Clc1c(/C=C2/SC(=S)N(CCC(=O)NCCCN3CCOCC3)C2=O)cccc1. The result is 0 (inactive). (6) The molecule is O=C(NC1CCCCC1)Cn1c2c(cc1)ccc(c2)C(OC)=O. The result is 0 (inactive).